From a dataset of Catalyst prediction with 721,799 reactions and 888 catalyst types from USPTO. Predict which catalyst facilitates the given reaction. (1) Reactant: C[O:2][C:3](=[O:15])[CH:4]([CH2:8][C:9]1[CH:14]=[CH:13][CH:12]=[CH:11][CH:10]=1)[C:5]([O-])=O.[OH-].[K+].O. Product: [CH2:8]([CH:4]([CH3:5])[C:3]([OH:15])=[O:2])[C:9]1[CH:14]=[CH:13][CH:12]=[CH:11][CH:10]=1. The catalyst class is: 8. (2) Reactant: [CH2:1]([NH:3][C:4]([C:6]1[N:10]2[C:11](=[O:27])[CH:12]=[C:13]([CH2:15][C:16]3[CH:21]=[CH:20][CH:19]=[C:18]([C:22]([F:25])([F:24])[F:23])[C:17]=3[F:26])[N:14]=[C:9]2[S:8][C:7]=1[C:28](O)=[O:29])=[O:5])[CH3:2].C([N:33](CC)CC)C.ClC(OC(C)C)=O.[OH-].[NH4+]. Product: [CH2:1]([NH:3][C:4]([C:6]1[N:10]2[C:11](=[O:27])[CH:12]=[C:13]([CH2:15][C:16]3[CH:21]=[CH:20][CH:19]=[C:18]([C:22]([F:23])([F:24])[F:25])[C:17]=3[F:26])[N:14]=[C:9]2[S:8][C:7]=1[C:28]([NH2:33])=[O:29])=[O:5])[CH3:2]. The catalyst class is: 4. (3) Reactant: [Cl:1][C:2]1[CH:6]=[CH:5][N:4]([CH3:7])[N:3]=1.[N+:8]([O-])([OH:10])=[O:9]. Product: [Cl:1][C:2]1[C:6]([N+:8]([O-:10])=[O:9])=[CH:5][N:4]([CH3:7])[N:3]=1. The catalyst class is: 82. (4) Reactant: [CH3:1][C:2]1[NH:3][N:4]=[C:5]2[C:14]3[CH:13]=[C:12]4[CH2:15][CH2:16][CH2:17][CH2:18][C:11]4=[CH:10][C:9]=3[NH:8][C:7](=[O:19])[C:6]=12.[CH3:20][C:21]([O:24][C:25](O[C:25]([O:24][C:21]([CH3:23])([CH3:22])[CH3:20])=[O:26])=[O:26])([CH3:23])[CH3:22]. Product: [CH3:1][C:2]1[N:3]([C:25]([O:24][C:21]([CH3:23])([CH3:22])[CH3:20])=[O:26])[N:4]=[C:5]2[C:14]3[CH:13]=[C:12]4[CH2:15][CH2:16][CH2:17][CH2:18][C:11]4=[CH:10][C:9]=3[NH:8][C:7](=[O:19])[C:6]=12. The catalyst class is: 239. (5) Reactant: [C:1]([C:3]1[CH:4]=[CH:5][C:6]2[O:10][C:9]([CH2:11][C:12]3[C:20]([O:21][CH3:22])=[CH:19][C:18]([CH3:23])=[C:17]4[C:13]=3[CH:14]=[CH:15][N:16]4[C:24]([O:26][C:27]([CH3:30])([CH3:29])[CH3:28])=[O:25])=[N:8][C:7]=2[CH:31]=1)#[N:2].[Li+].C[Si]([N-][Si](C)(C)C)(C)C.Cl[C:43]([O:45][CH2:46][CH3:47])=[O:44]. Product: [C:1]([C:3]1[CH:4]=[CH:5][C:6]2[O:10][C:9]([CH:11]([C:12]3[C:20]([O:21][CH3:22])=[CH:19][C:18]([CH3:23])=[C:17]4[C:13]=3[CH:14]=[CH:15][N:16]4[C:24]([O:26][C:27]([CH3:28])([CH3:30])[CH3:29])=[O:25])[C:43]([O:45][CH2:46][CH3:47])=[O:44])=[N:8][C:7]=2[CH:31]=1)#[N:2]. The catalyst class is: 1. (6) Reactant: C[O:2][C:3](=O)[CH2:4][C:5]1[N:6]=[C:7]([C:11]2[CH:16]=[CH:15][CH:14]=[CH:13][CH:12]=2)[O:8][C:9]=1[CH3:10].[H-].[H-].[H-].[H-].[Li+].[Al+3].[OH-].[Na+].[O-]S([O-])(=O)=O.[Mg+2]. Product: [CH3:10][C:9]1[O:8][C:7]([C:11]2[CH:16]=[CH:15][CH:14]=[CH:13][CH:12]=2)=[N:6][C:5]=1[CH2:4][CH2:3][OH:2]. The catalyst class is: 316. (7) Reactant: [F:1][C:2]1[CH:3]=[C:4]([C:19]([N:21]2[CH2:26][CH2:25][N:24]([CH2:27][CH3:28])[CH2:23][CH2:22]2)=[O:20])[CH:5]=[C:6]([F:18])[C:7]=1[NH:8]CC1C=CC(OC)=CC=1.C(O)(=O)C. Product: [NH2:8][C:7]1[C:6]([F:18])=[CH:5][C:4]([C:19]([N:21]2[CH2:22][CH2:23][N:24]([CH2:27][CH3:28])[CH2:25][CH2:26]2)=[O:20])=[CH:3][C:2]=1[F:1]. The catalyst class is: 19.